From a dataset of Full USPTO retrosynthesis dataset with 1.9M reactions from patents (1976-2016). Predict the reactants needed to synthesize the given product. Given the product [CH3:17][N:18]1[CH2:23][CH2:22][N:21]([C:2]2[CH:7]=[CH:6][C:5]([N+:8]([O-:10])=[O:9])=[CH:4][CH:3]=2)[CH2:20][CH2:19]1, predict the reactants needed to synthesize it. The reactants are: F[C:2]1[CH:7]=[CH:6][C:5]([N+:8]([O-:10])=[O:9])=[CH:4][CH:3]=1.C([O-])([O-])=O.[K+].[K+].[CH3:17][N:18]1[CH2:23][CH2:22][NH:21][CH2:20][CH2:19]1.